Dataset: Full USPTO retrosynthesis dataset with 1.9M reactions from patents (1976-2016). Task: Predict the reactants needed to synthesize the given product. (1) Given the product [CH2:51]([O:50][CH:48]([O:47][CH:9]1[CH2:8][CH2:7][C:6]([O:54][CH:55]([O:57][CH2:58][CH3:59])[CH3:56])([CH3:53])[CH:5]([OH:4])[CH:17]=[CH:16][CH:15]([CH3:18])[CH:14](/[C:19](/[CH3:46])=[CH:20]/[CH:21]=[CH:22]/[C:23]([O:40][CH:41]([O:43][CH2:44][CH3:45])[CH3:42])([CH3:39])[CH2:24][CH:25]2[O:38][CH:26]2[CH:27]([CH3:37])[CH:28]([O:31][CH:32]([O:34][CH2:35][CH3:36])[CH3:33])[CH2:29][CH3:30])[O:13][C:11](=[O:12])[CH2:10]1)[CH3:49])[CH3:52], predict the reactants needed to synthesize it. The reactants are: C([O:4][CH:5]1[C:6]([O:54][CH:55]([O:57][CH2:58][CH3:59])[CH3:56])([CH3:53])[CH2:7][CH2:8][CH:9]([O:47][CH:48]([O:50][CH2:51][CH3:52])[CH3:49])[CH2:10][C:11]([O:13][CH:14](/[C:19](/[CH3:46])=[CH:20]/[CH:21]=[CH:22]/[C:23]([O:40][CH:41]([O:43][CH2:44][CH3:45])[CH3:42])([CH3:39])[CH2:24][CH:25]2[O:38][CH:26]2[CH:27]([CH3:37])[CH:28]([O:31][CH:32]([O:34][CH2:35][CH3:36])[CH3:33])[CH2:29][CH3:30])[CH:15]([CH3:18])[CH:16]=[CH:17]1)=[O:12])(=O)C.C(=O)([O-])[O-].[K+].[K+]. (2) Given the product [ClH:38].[C:23]([N:27]1[CH2:31][C@@H:30]([C:32]2[CH:33]=[CH:34][C:35]([Cl:38])=[CH:36][CH:37]=2)[C@H:29]([C:39]([N:19]2[CH2:20][CH2:21][C@H:17]([N:8]([CH:5]3[CH2:6][CH2:7][C:2]([CH3:1])([CH3:22])[CH2:3][CH2:4]3)[C:9](=[O:16])[C:10]([CH3:14])([CH3:15])[CH:11]([OH:13])[CH3:12])[CH2:18]2)=[O:40])[CH2:28]1)([CH3:26])([CH3:25])[CH3:24], predict the reactants needed to synthesize it. The reactants are: [CH3:1][C:2]1([CH3:22])[CH2:7][CH2:6][CH:5]([N:8]([C@H:17]2[CH2:21][CH2:20][NH:19][CH2:18]2)[C:9](=[O:16])[C:10]([CH3:15])([CH3:14])[CH:11]([OH:13])[CH3:12])[CH2:4][CH2:3]1.[C:23]([N:27]1[CH2:31][C@@H:30]([C:32]2[CH:37]=[CH:36][C:35]([Cl:38])=[CH:34][CH:33]=2)[C@H:29]([C:39](O)=[O:40])[CH2:28]1)([CH3:26])([CH3:25])[CH3:24]. (3) Given the product [CH:1]([C:3]1[C:16]([N+:19]([O-:21])=[O:20])=[CH:15][C:6]([O:7][CH2:8][CH2:9][CH2:10][C:11]([O:13][CH3:14])=[O:12])=[C:5]([O:17][CH3:18])[CH:4]=1)=[O:2], predict the reactants needed to synthesize it. The reactants are: [CH:1]([C:3]1[CH:16]=[CH:15][C:6]([O:7][CH2:8][CH2:9][CH2:10][C:11]([O:13][CH3:14])=[O:12])=[C:5]([O:17][CH3:18])[CH:4]=1)=[O:2].[N+:19]([O-])([OH:21])=[O:20].O.[K+].[Br-]. (4) Given the product [CH:13]1([CH2:12][N:8]2[C:7](=[O:16])[C@@:6]3([CH3:22])[CH2:17][O:18][C@H:19]([CH3:21])[CH2:20][N:5]3[C:4]3[N:3]=[C:2]([C:31]4[CH:30]=[CH:29][C:28]([NH:27][C:25]([NH:24][CH3:23])=[O:26])=[CH:33][CH:32]=4)[N:11]=[CH:10][C:9]2=3)[CH2:15][CH2:14]1, predict the reactants needed to synthesize it. The reactants are: Cl[C:2]1[N:11]=[CH:10][C:9]2[N:8]([CH2:12][CH:13]3[CH2:15][CH2:14]3)[C:7](=[O:16])[C@@:6]3([CH3:22])[CH2:17][O:18][CH:19]([CH3:21])[CH2:20][N:5]3[C:4]=2[N:3]=1.[CH3:23][NH:24][C:25]([NH:27][C:28]1[CH:33]=[CH:32][C:31](B2OC(C)(C)C(C)(C)O2)=[CH:30][CH:29]=1)=[O:26].O1CCOCC1.C([O-])(O)=O.[Na+]. (5) Given the product [Br:15][CH2:12][C:3]1[C:4]([C:8]([F:11])([F:10])[F:9])=[N:5][N:6]([CH3:7])[C:2]=1[Cl:1], predict the reactants needed to synthesize it. The reactants are: [Cl:1][C:2]1[N:6]([CH3:7])[N:5]=[C:4]([C:8]([F:11])([F:10])[F:9])[C:3]=1[CH2:12]O.P(Br)(Br)[Br:15]. (6) Given the product [CH3:1][C:2]1[C:3]([CH2:14][S@:15]([C:16]2[NH:20][C:19]3[CH:21]=[CH:22][CH:23]=[CH:24][C:18]=3[N:17]=2)=[O:27])=[N:4][CH:5]=[CH:6][C:7]=1[O:8][CH2:9][C:10]([F:12])([F:11])[F:13], predict the reactants needed to synthesize it. The reactants are: [CH3:1][C:2]1[C:3]([CH2:14][S:15][C:16]2[NH:17][C:18]3[CH:24]=[CH:23][CH:22]=[CH:21][C:19]=3[N:20]=2)=[N:4][CH:5]=[CH:6][C:7]=1[O:8][CH2:9][C:10]([F:13])([F:12])[F:11].O.C(C(C(C(OCC)=O)O)O)(OCC)=[O:27].C(N(C(C)C)CC)(C)C.S([O-])([O-])(=O)=S.[Na+].[Na+]. (7) Given the product [Cl:14][C:15]1[CH:16]=[C:17]([N+:22]([O-:24])=[O:23])[CH:18]=[CH:19][C:20]=1[N:7]([CH3:6])[C:8]1[CH:13]=[CH:12][CH:11]=[CH:10][CH:9]=1, predict the reactants needed to synthesize it. The reactants are: C([Li])CCC.[CH3:6][NH:7][C:8]1[CH:13]=[CH:12][CH:11]=[CH:10][CH:9]=1.[Cl:14][C:15]1[CH:16]=[C:17]([N+:22]([O-:24])=[O:23])[CH:18]=[CH:19][C:20]=1F.